This data is from Catalyst prediction with 721,799 reactions and 888 catalyst types from USPTO. The task is: Predict which catalyst facilitates the given reaction. Reactant: [O:1]1[CH:5]=[CH:4][N:3]=[CH:2]1.C([Li])CCC.COCN[C:15]([CH:17]1[CH2:21][C:20](=[O:22])[N:19]([C@H:23]([C:25]2[CH:30]=[CH:29][CH:28]=[CH:27][CH:26]=2)[CH3:24])[CH2:18]1)=[O:16].[Cl-].[NH4+]. Product: [O:1]1[CH:5]=[C:4]([C:15]([CH:17]2[CH2:18][N:19]([C@H:23]([C:25]3[CH:30]=[CH:29][CH:28]=[CH:27][CH:26]=3)[CH3:24])[C:20](=[O:22])[CH2:21]2)=[O:16])[N:3]=[CH:2]1. The catalyst class is: 30.